This data is from Forward reaction prediction with 1.9M reactions from USPTO patents (1976-2016). The task is: Predict the product of the given reaction. (1) Given the reactants [F:1][C:2]1[C:7]([F:8])=[CH:6][CH:5]=[CH:4][C:3]=1[C:9]12[CH2:16][O:15][C@H:14]([C:17]([F:20])([F:19])[F:18])[CH:13]1[CH2:12][O:11][NH:10]2, predict the reaction product. The product is: [NH2:10][C@@:9]1([C:3]2[CH:4]=[CH:5][CH:6]=[C:7]([F:8])[C:2]=2[F:1])[CH2:16][O:15][C@H:14]([C:17]([F:19])([F:18])[F:20])[C@H:13]1[CH2:12][OH:11]. (2) Given the reactants [Cl:1][C:2]1[C:19]([Cl:20])=[CH:18][C:5]2[NH:6][C:7]([C:9]3[CH:17]=[CH:16][C:12]([C:13](O)=[O:14])=[CH:11][CH:10]=3)=[N:8][C:4]=2[CH:3]=1.S(Cl)([Cl:23])=O, predict the reaction product. The product is: [Cl:1][C:2]1[C:19]([Cl:20])=[CH:18][C:5]2[NH:6][C:7]([C:9]3[CH:17]=[CH:16][C:12]([C:13]([Cl:23])=[O:14])=[CH:11][CH:10]=3)=[N:8][C:4]=2[CH:3]=1. (3) Given the reactants C([O:3][C:4](=[O:28])[CH2:5][NH:6][C:7]([C:9]1[CH:13]=[C:12]([C:14]2[CH:19]=[CH:18][CH:17]=[CH:16][C:15]=2[O:20][CH2:21][C:22]2[CH:27]=[CH:26][CH:25]=[CH:24][CH:23]=2)[O:11][N:10]=1)=[O:8])C.CO.O.O[Li].O, predict the reaction product. The product is: [CH2:21]([O:20][C:15]1[CH:16]=[CH:17][CH:18]=[CH:19][C:14]=1[C:12]1[O:11][N:10]=[C:9]([C:7]([NH:6][CH2:5][C:4]([OH:28])=[O:3])=[O:8])[CH:13]=1)[C:22]1[CH:23]=[CH:24][CH:25]=[CH:26][CH:27]=1.